This data is from Reaction yield outcomes from USPTO patents with 853,638 reactions. The task is: Predict the reaction yield, written as a fraction of the theoretical maximum amount of product (1.0 means a 100% yield; for example, 0.34 means a 34% yield). (1) The catalyst is CN(C=O)C. The reactants are [I:1][C:2]1[CH:3]=[C:4]2[C:8](=[CH:9][CH:10]=1)[NH:7][N:6]=[CH:5]2.[CH:11](Br)([CH3:13])[CH3:12].[CH3:15][C:16]([O-])(C)[CH3:17].[K+].C(OCC)(=O)C. The yield is 0.520. The product is [I:1][C:2]1[CH:3]=[C:4]2[C:8](=[CH:9][CH:10]=1)[N:7]([CH:11]([CH3:13])[CH3:12])[N:6]=[CH:5]2.[I:1][C:2]1[CH:10]=[CH:9][C:8]2[C:4](=[CH:5][N:6]([CH:16]([CH3:17])[CH3:15])[N:7]=2)[CH:3]=1. (2) The yield is 0.840. The catalyst is O1CCCC1.CN(C)C1C=CN=CC=1.O. The reactants are S(Cl)(Cl)=O.[C:5]([O:8][CH2:9][C:10]([CH3:40])([CH3:39])[CH2:11][N:12]1[C:18]2[CH:19]=[CH:20][C:21]([Cl:23])=[CH:22][C:17]=2[C@@H:16]([C:24]2[CH:29]=[CH:28][CH:27]=[C:26]([O:30][CH3:31])[C:25]=2[O:32][CH3:33])[O:15][C@H:14]([CH2:34][C:35](O)=[O:36])[C:13]1=[O:38])(=[O:7])[CH3:6].CN(C)C=O.[C:46]([O:49][CH2:50][CH2:51][CH2:52][S:53]([NH2:56])(=[O:55])=[O:54])(=[O:48])[CH3:47]. The product is [C:46]([O:49][CH2:50][CH2:51][CH2:52][S:53]([NH:56][C:35](=[O:36])[CH2:34][C@H:14]1[O:15][C@H:16]([C:24]2[CH:29]=[CH:28][CH:27]=[C:26]([O:30][CH3:31])[C:25]=2[O:32][CH3:33])[C:17]2[CH:22]=[C:21]([Cl:23])[CH:20]=[CH:19][C:18]=2[N:12]([CH2:11][C:10]([CH3:40])([CH3:39])[CH2:9][O:8][C:5](=[O:7])[CH3:6])[C:13]1=[O:38])(=[O:54])=[O:55])(=[O:48])[CH3:47]. (3) The reactants are [F:1][C:2]1[CH:3]=[N:4][C:5]2[CH:6]=[C:7]([F:18])[C:8](=[O:17])[N:9]3[CH2:13][C:12]([OH:16])([CH2:14][OH:15])[C:11]=1[C:10]=23.C(N(CC)CC)C.[C:26]1([CH3:36])[CH:31]=[CH:30][C:29]([S:32](Cl)(=[O:34])=[O:33])=[CH:28][CH:27]=1. The catalyst is ClCCl.O1CCCC1.C([Sn](=O)CCCC)CCC. The product is [CH3:36][C:26]1[CH:31]=[CH:30][C:29]([S:32]([O:15][CH2:14][C:12]2([OH:16])[C:11]3=[C:2]([F:1])[CH:3]=[N:4][C:5]4[CH:6]=[C:7]([F:18])[C:8](=[O:17])[N:9]([C:10]=43)[CH2:13]2)(=[O:34])=[O:33])=[CH:28][CH:27]=1. The yield is 1.00. (4) The reactants are [Cl:1][CH2:2][CH2:3][CH2:4][C:5](Cl)=[O:6].[N:8]1([NH2:14])[CH2:13][CH2:12][CH2:11][CH2:10][CH2:9]1.C(=O)(O)[O-].[Na+]. The catalyst is ClCCl. The product is [Cl:1][CH2:2][CH2:3][CH2:4][C:5]([NH:14][N:8]1[CH2:13][CH2:12][CH2:11][CH2:10][CH2:9]1)=[O:6]. The yield is 0.570. (5) The reactants are [Cl:1][C:2]1[N:7]=[C:6]([CH2:8][C:9]([C:11]2[CH:12]=[CH:13][C:14]([F:24])=[C:15]([NH:17][C:18](=[O:23])[O:19][CH2:20][CH:21]=[CH2:22])[CH:16]=2)=O)[CH:5]=[CH:4][N:3]=1.C1C(=O)N(Br)C(=O)C1.[CH3:33][C:34]([CH3:39])([CH3:38])[C:35](=[S:37])[NH2:36]. The catalyst is O. The product is [Cl:1][C:2]1[N:7]=[C:6]([C:8]2[S:37][C:35]([C:34]([CH3:39])([CH3:38])[CH3:33])=[N:36][C:9]=2[C:11]2[CH:12]=[CH:13][C:14]([F:24])=[C:15]([NH:17][C:18](=[O:23])[O:19][CH2:20][CH:21]=[CH2:22])[CH:16]=2)[CH:5]=[CH:4][N:3]=1. The yield is 0.805. (6) The reactants are [CH3:1][N:2]([CH2:9][CH2:10][CH2:11][OH:12])[C:3]1[CH:8]=[CH:7][N:6]=[CH:5][CH:4]=1.[Cl:13][C:14]1[CH:33]=[CH:32][C:17]([NH:18][C:19]2[C:28]3[C:23](=[CH:24][C:25](O)=[C:26]([O:29][CH3:30])[CH:27]=3)[N:22]=[CH:21][N:20]=2)=[C:16]([F:34])[CH:15]=1. No catalyst specified. The product is [ClH:13].[Cl:13][C:14]1[CH:33]=[CH:32][C:17]([NH:18][C:19]2[C:28]3[C:23](=[CH:24][C:25]([O:12][CH2:11][CH2:10][CH2:9][N:2]([CH3:1])[C:3]4[CH:8]=[CH:7][N:6]=[CH:5][CH:4]=4)=[C:26]([O:29][CH3:30])[CH:27]=3)[N:22]=[CH:21][N:20]=2)=[C:16]([F:34])[CH:15]=1. The yield is 0.550. (7) The reactants are [OH-].[Na+].[CH3:3][C:4]1[C:5]([C:9]2[CH:18]=[CH:17][C:12]([C:13]([O:15]C)=[O:14])=[CH:11][C:10]=2[C:19]([F:22])([F:21])[F:20])=[CH:6][S:7][CH:8]=1. The catalyst is CCO. The product is [CH3:3][C:4]1[C:5]([C:9]2[CH:18]=[CH:17][C:12]([C:13]([OH:15])=[O:14])=[CH:11][C:10]=2[C:19]([F:22])([F:20])[F:21])=[CH:6][S:7][CH:8]=1. The yield is 0.910. (8) The reactants are [CH3:1][N:2]1[C:10]2[C:5](=[CH:6][CH:7]=[C:8]([N+:11]([O-])=O)[CH:9]=2)[CH:4]=[N:3]1.OCC1(OC[C@@H](O)[C@@H](O)[C@H]1O)O. The catalyst is CCO.C1COCC1.O=[Pt]=O. The product is [CH3:1][N:2]1[C:10]2[C:5](=[CH:6][CH:7]=[C:8]([NH2:11])[CH:9]=2)[CH:4]=[N:3]1. The yield is 0.900.